From a dataset of Reaction yield outcomes from USPTO patents with 853,638 reactions. Predict the reaction yield, written as a fraction of the theoretical maximum amount of product (1.0 means a 100% yield; for example, 0.34 means a 34% yield). (1) The reactants are [F:1][C:2]1[CH:31]=[CH:30][C:5]([C:6]([NH:8][C:9]2[C:10]([CH3:29])=[C:11]([CH3:28])[C:12]3[O:16][C:15]([CH3:18])([CH3:17])[CH:14]([C:19]4[CH:24]=[CH:23][C:22]([F:25])=[CH:21][CH:20]=4)[C:13]=3[C:26]=2[CH3:27])=O)=[CH:4][CH:3]=1. The product is [F:1][C:2]1[CH:3]=[CH:4][C:5]([CH2:6][NH:8][C:9]2[C:10]([CH3:29])=[C:11]([CH3:28])[C:12]3[O:16][C:15]([CH3:18])([CH3:17])[CH:14]([C:19]4[CH:24]=[CH:23][C:22]([F:25])=[CH:21][CH:20]=4)[C:13]=3[C:26]=2[CH3:27])=[CH:30][CH:31]=1. The yield is 0.660. The catalyst is C(O)C. (2) The reactants are [OH:1][C:2]1[CH:11]=[C:10]([OH:12])[CH:9]=[CH:8][C:3]=1[C:4]([O:6][CH3:7])=[O:5].C1(N[S:20]([C:23]([F:26])([F:25])[F:24])(=[O:22])=[O:21])C=CC=CC=1.CCN(C(C)C)C(C)C. The catalyst is C(Cl)Cl. The product is [F:24][C:23]([F:26])([F:25])[S:20]([O:1][C:2]1[CH:11]=[C:10]([O:12][S:20]([C:23]([F:26])([F:25])[F:24])(=[O:22])=[O:21])[CH:9]=[CH:8][C:3]=1[C:4]([O:6][CH3:7])=[O:5])(=[O:22])=[O:21]. The yield is 0.890. (3) The reactants are [C:1]1([C:7]2[N:15]3[C:10]([CH:11]=[CH:12][CH:13]=[CH:14]3)=[CH:9][C:8]=2[CH:16](O)[CH3:17])[CH:6]=[CH:5][CH:4]=[CH:3][CH:2]=1.[I:19][C:20]1[C:28]2[C:23](=[N:24][CH:25]=[N:26][C:27]=2[NH2:29])[NH:22][N:21]=1.C1C=CC(P(C2C=CC=CC=2)C2C=CC=CC=2)=CC=1.CC(OC(/N=N/C(OC(C)C)=O)=O)C. The catalyst is C1COCC1. The product is [I:19][C:20]1[C:28]2[C:23](=[N:24][CH:25]=[N:26][C:27]=2[NH2:29])[N:22]([CH:16]([C:8]2[CH:9]=[C:10]3[N:15]([C:7]=2[C:1]2[CH:6]=[CH:5][CH:4]=[CH:3][CH:2]=2)[CH:14]=[CH:13][CH:12]=[CH:11]3)[CH3:17])[N:21]=1. The yield is 0.290.